Dataset: Forward reaction prediction with 1.9M reactions from USPTO patents (1976-2016). Task: Predict the product of the given reaction. (1) Given the reactants [Si]([O:8][C@@H:9]([CH2:46][O:47][CH3:48])[CH2:10][O:11][C:12]1[C:16]([CH3:17])=[C:15]([NH:18][C:19]([NH:21][C@H:22]2[C@H:26]([C:27]3[CH:32]=[C:31]([F:33])[C:30]([F:34])=[C:29]([F:35])[CH:28]=3)[CH2:25][N:24]([CH2:36][CH2:37][O:38][CH3:39])[CH2:23]2)=[O:20])[N:14]([C:40]2[CH:45]=[CH:44][CH:43]=[CH:42][CH:41]=2)[N:13]=1)(C(C)(C)C)(C)C.Cl, predict the reaction product. The product is: [OH:8][C@@H:9]([CH2:46][O:47][CH3:48])[CH2:10][O:11][C:12]1[C:16]([CH3:17])=[C:15]([NH:18][C:19]([NH:21][C@H:22]2[C@H:26]([C:27]3[CH:28]=[C:29]([F:35])[C:30]([F:34])=[C:31]([F:33])[CH:32]=3)[CH2:25][N:24]([CH2:36][CH2:37][O:38][CH3:39])[CH2:23]2)=[O:20])[N:14]([C:40]2[CH:41]=[CH:42][CH:43]=[CH:44][CH:45]=2)[N:13]=1. (2) Given the reactants Cl[C:2]1[CH:3]=[CH:4][N:5]2[C:10]([C:11]=1[CH3:12])=[C:9]([CH:13]1[CH2:15][CH2:14]1)[CH:8]=[C:7]([C:16]([O:18][CH3:19])=[O:17])[C:6]2=[O:20].[CH3:21][NH:22][C:23]1[CH:28]=[CH:27][C:26](B2OC(C)(C)C(C)(C)O2)=[CH:25][CH:24]=1, predict the reaction product. The product is: [CH:13]1([C:9]2[CH:8]=[C:7]([C:16]([O:18][CH3:19])=[O:17])[C:6](=[O:20])[N:5]3[C:10]=2[C:11]([CH3:12])=[C:2]([C:26]2[CH:27]=[CH:28][C:23]([NH:22][CH3:21])=[CH:24][CH:25]=2)[CH:3]=[CH:4]3)[CH2:15][CH2:14]1. (3) Given the reactants [N:1]1([CH2:7][CH2:8][CH2:9][O:10][C:11]2[CH:16]=[CH:15][C:14]([N:17]3[CH2:22][CH2:21][NH:20][CH2:19][CH2:18]3)=[CH:13][CH:12]=2)[CH2:6][CH2:5][CH2:4][CH2:3][CH2:2]1.[C:23](Cl)(Cl)=[O:24].C1(C)C=CC=CC=1.C(N(CC)CC)C.[CH:41]1([NH2:44])[CH2:43][CH2:42]1, predict the reaction product. The product is: [CH:41]1([NH:44][C:23]([N:20]2[CH2:19][CH2:18][N:17]([C:14]3[CH:15]=[CH:16][C:11]([O:10][CH2:9][CH2:8][CH2:7][N:1]4[CH2:6][CH2:5][CH2:4][CH2:3][CH2:2]4)=[CH:12][CH:13]=3)[CH2:22][CH2:21]2)=[O:24])[CH2:43][CH2:42]1. (4) Given the reactants [F:1][C:2]([F:23])([F:22])[C:3]1[CH:4]=[C:5]([C:9]2[C:17]3[C:12](=[CH:13][C:14]([C:18]([O:20]C)=[O:19])=[CH:15][CH:16]=3)[NH:11][CH:10]=2)[CH:6]=[CH:7][CH:8]=1.O[Li].O, predict the reaction product. The product is: [F:22][C:2]([F:1])([F:23])[C:3]1[CH:4]=[C:5]([C:9]2[C:17]3[C:12](=[CH:13][C:14]([C:18]([OH:20])=[O:19])=[CH:15][CH:16]=3)[NH:11][CH:10]=2)[CH:6]=[CH:7][CH:8]=1.